From a dataset of NCI-60 drug combinations with 297,098 pairs across 59 cell lines. Regression. Given two drug SMILES strings and cell line genomic features, predict the synergy score measuring deviation from expected non-interaction effect. (1) Drug 1: COC1=NC(=NC2=C1N=CN2C3C(C(C(O3)CO)O)O)N. Drug 2: CCC1(C2=C(COC1=O)C(=O)N3CC4=CC5=C(C=CC(=C5CN(C)C)O)N=C4C3=C2)O.Cl. Cell line: EKVX. Synergy scores: CSS=3.15, Synergy_ZIP=-1.51, Synergy_Bliss=-1.24, Synergy_Loewe=-4.38, Synergy_HSA=-2.72. (2) Drug 2: N.N.Cl[Pt+2]Cl. Drug 1: CC1=C(C=C(C=C1)NC(=O)C2=CC=C(C=C2)CN3CCN(CC3)C)NC4=NC=CC(=N4)C5=CN=CC=C5. Synergy scores: CSS=29.4, Synergy_ZIP=4.31, Synergy_Bliss=3.75, Synergy_Loewe=-21.4, Synergy_HSA=-1.49. Cell line: HOP-62. (3) Drug 1: CC1C(C(CC(O1)OC2CC(CC3=C2C(=C4C(=C3O)C(=O)C5=C(C4=O)C(=CC=C5)OC)O)(C(=O)C)O)N)O.Cl. Drug 2: C(CC(=O)O)C(=O)CN.Cl. Cell line: 786-0. Synergy scores: CSS=8.97, Synergy_ZIP=-9.39, Synergy_Bliss=-9.38, Synergy_Loewe=-13.2, Synergy_HSA=-7.19. (4) Drug 1: CN(CC1=CN=C2C(=N1)C(=NC(=N2)N)N)C3=CC=C(C=C3)C(=O)NC(CCC(=O)O)C(=O)O. Drug 2: CCN(CC)CCNC(=O)C1=C(NC(=C1C)C=C2C3=C(C=CC(=C3)F)NC2=O)C. Cell line: OVCAR3. Synergy scores: CSS=42.4, Synergy_ZIP=1.76, Synergy_Bliss=0.558, Synergy_Loewe=-2.33, Synergy_HSA=-0.786. (5) Synergy scores: CSS=26.0, Synergy_ZIP=-12.5, Synergy_Bliss=-3.45, Synergy_Loewe=-0.791, Synergy_HSA=1.27. Cell line: IGROV1. Drug 1: CC1OCC2C(O1)C(C(C(O2)OC3C4COC(=O)C4C(C5=CC6=C(C=C35)OCO6)C7=CC(=C(C(=C7)OC)O)OC)O)O. Drug 2: CCC1(C2=C(COC1=O)C(=O)N3CC4=CC5=C(C=CC(=C5CN(C)C)O)N=C4C3=C2)O.Cl. (6) Drug 1: COC1=C(C=C2C(=C1)N=CN=C2NC3=CC(=C(C=C3)F)Cl)OCCCN4CCOCC4. Drug 2: CCC1(C2=C(COC1=O)C(=O)N3CC4=CC5=C(C=CC(=C5CN(C)C)O)N=C4C3=C2)O.Cl. Cell line: SF-268. Synergy scores: CSS=17.6, Synergy_ZIP=-1.97, Synergy_Bliss=1.68, Synergy_Loewe=0.307, Synergy_HSA=2.64.